This data is from Merck oncology drug combination screen with 23,052 pairs across 39 cell lines. The task is: Regression. Given two drug SMILES strings and cell line genomic features, predict the synergy score measuring deviation from expected non-interaction effect. (1) Drug 1: CCC1=CC2CN(C1)Cc1c([nH]c3ccccc13)C(C(=O)OC)(c1cc3c(cc1OC)N(C)C1C(O)(C(=O)OC)C(OC(C)=O)C4(CC)C=CCN5CCC31C54)C2. Drug 2: O=C(O)C1(Cc2cccc(Nc3nccs3)n2)CCC(Oc2cccc(Cl)c2F)CC1. Cell line: LOVO. Synergy scores: synergy=-0.167. (2) Drug 1: COc1cc(C2c3cc4c(cc3C(OC3OC5COC(C)OC5C(O)C3O)C3COC(=O)C23)OCO4)cc(OC)c1O. Drug 2: O=C(CCCCCCC(=O)Nc1ccccc1)NO. Cell line: EFM192B. Synergy scores: synergy=11.3. (3) Drug 1: COc1cccc2c1C(=O)c1c(O)c3c(c(O)c1C2=O)CC(O)(C(=O)CO)CC3OC1CC(N)C(O)C(C)O1. Drug 2: Cn1nnc2c(C(N)=O)ncn2c1=O. Cell line: UWB1289. Synergy scores: synergy=2.48. (4) Drug 1: CCC1=CC2CN(C1)Cc1c([nH]c3ccccc13)C(C(=O)OC)(c1cc3c(cc1OC)N(C)C1C(O)(C(=O)OC)C(OC(C)=O)C4(CC)C=CCN5CCC31C54)C2. Drug 2: COC1=C2CC(C)CC(OC)C(O)C(C)C=C(C)C(OC(N)=O)C(OC)C=CC=C(C)C(=O)NC(=CC1=O)C2=O. Cell line: LOVO. Synergy scores: synergy=-15.4. (5) Drug 1: Cn1nnc2c(C(N)=O)ncn2c1=O. Drug 2: O=C(O)C1(Cc2cccc(Nc3nccs3)n2)CCC(Oc2cccc(Cl)c2F)CC1. Cell line: SKMES1. Synergy scores: synergy=-4.26. (6) Drug 1: COc1cc(C2c3cc4c(cc3C(OC3OC5COC(C)OC5C(O)C3O)C3COC(=O)C23)OCO4)cc(OC)c1O. Drug 2: NC1(c2ccc(-c3nc4ccn5c(=O)[nH]nc5c4cc3-c3ccccc3)cc2)CCC1. Cell line: ES2. Synergy scores: synergy=17.1. (7) Cell line: HCT116. Drug 1: COC12C(COC(N)=O)C3=C(C(=O)C(C)=C(N)C3=O)N1CC1NC12. Drug 2: CCN(CC)CCNC(=O)c1c(C)[nH]c(C=C2C(=O)Nc3ccc(F)cc32)c1C. Synergy scores: synergy=-0.440. (8) Drug 1: CCN(CC)CCNC(=O)c1c(C)[nH]c(C=C2C(=O)Nc3ccc(F)cc32)c1C. Drug 2: CCc1cnn2c(NCc3ccc[n+]([O-])c3)cc(N3CCCCC3CCO)nc12. Cell line: OVCAR3. Synergy scores: synergy=12.7. (9) Drug 1: CC1CC2C3CCC4=CC(=O)C=CC4(C)C3(F)C(O)CC2(C)C1(O)C(=O)CO. Drug 2: N#Cc1ccc(Cn2cncc2CN2CCN(c3cccc(Cl)c3)C(=O)C2)cc1. Cell line: SKMES1. Synergy scores: synergy=5.24. (10) Drug 1: CCC1=CC2CN(C1)Cc1c([nH]c3ccccc13)C(C(=O)OC)(c1cc3c(cc1OC)N(C)C1C(O)(C(=O)OC)C(OC(C)=O)C4(CC)C=CCN5CCC31C54)C2. Drug 2: O=C(NOCC(O)CO)c1ccc(F)c(F)c1Nc1ccc(I)cc1F. Cell line: A375. Synergy scores: synergy=2.21.